Dataset: Choline transporter screen with 302,306 compounds. Task: Binary Classification. Given a drug SMILES string, predict its activity (active/inactive) in a high-throughput screening assay against a specified biological target. (1) The compound is S(=O)(=O)(Nc1cc2OCOc2cc1)c1cc(c(cc1)C)C(=O)NC. The result is 0 (inactive). (2) The molecule is S(=O)(=O)(Nc1c(cccc1)C(=O)N)CC. The result is 0 (inactive).